This data is from NCI-60 drug combinations with 297,098 pairs across 59 cell lines. The task is: Regression. Given two drug SMILES strings and cell line genomic features, predict the synergy score measuring deviation from expected non-interaction effect. (1) Drug 1: CC(C)(C#N)C1=CC(=CC(=C1)CN2C=NC=N2)C(C)(C)C#N. Drug 2: C(CCl)NC(=O)N(CCCl)N=O. Cell line: NCI-H522. Synergy scores: CSS=10.0, Synergy_ZIP=-0.835, Synergy_Bliss=2.16, Synergy_Loewe=2.45, Synergy_HSA=0.857. (2) Drug 1: C1=CC(=CC=C1CC(C(=O)O)N)N(CCCl)CCCl.Cl. Drug 2: CN1C2=C(C=C(C=C2)N(CCCl)CCCl)N=C1CCCC(=O)O.Cl. Cell line: SF-268. Synergy scores: CSS=14.7, Synergy_ZIP=-5.06, Synergy_Bliss=1.17, Synergy_Loewe=-8.71, Synergy_HSA=-3.07.